Dataset: Peptide-MHC class I binding affinity with 185,985 pairs from IEDB/IMGT. Task: Regression. Given a peptide amino acid sequence and an MHC pseudo amino acid sequence, predict their binding affinity value. This is MHC class I binding data. (1) The peptide sequence is NIYRRWIQLGL. The MHC is Mamu-B08 with pseudo-sequence Mamu-B08. The binding affinity (normalized) is 0.378. (2) The peptide sequence is WMYEGKHVL. The MHC is HLA-A02:06 with pseudo-sequence HLA-A02:06. The binding affinity (normalized) is 1.00. (3) The peptide sequence is IVGAETFYV. The MHC is HLA-A02:01 with pseudo-sequence HLA-A02:01. The binding affinity (normalized) is 0.884. (4) The peptide sequence is FELLHFISS. The MHC is HLA-A02:16 with pseudo-sequence HLA-A02:16. The binding affinity (normalized) is 0.0847. (5) The peptide sequence is IILEFFLI. The MHC is H-2-Kb with pseudo-sequence H-2-Kb. The binding affinity (normalized) is 0.928. (6) The peptide sequence is SSKMFNYFK. The MHC is HLA-B53:01 with pseudo-sequence HLA-B53:01. The binding affinity (normalized) is 0.0847.